The task is: Predict the reactants needed to synthesize the given product.. This data is from Full USPTO retrosynthesis dataset with 1.9M reactions from patents (1976-2016). (1) Given the product [Cl:16][C:17]1[CH:18]=[C:19]2[C:23](=[CH:24][CH:25]=1)[NH:22][CH:21]=[C:20]2[CH2:26][N:2]1[C:39]([C:35]2[N:36]([CH3:38])[CH:37]=[C:33]([C:28](=[O:32])[CH:29]([CH3:31])[CH3:30])[N:34]=2)=[C:4]2[C:3]([N:8]([CH2:9][CH:10]([CH3:11])[CH3:12])[C:7](=[O:13])[N:6]([CH3:14])[C:5]2=[O:15])=[N:1]1, predict the reactants needed to synthesize it. The reactants are: [NH:1]([C:3]1[N:8]([CH2:9][CH:10]([CH3:12])[CH3:11])[C:7](=[O:13])[N:6]([CH3:14])[C:5](=[O:15])[CH:4]=1)[NH2:2].[Cl:16][C:17]1[CH:18]=[C:19]2[C:23](=[CH:24][CH:25]=1)[NH:22][CH:21]=[C:20]2[CH:26]=O.[C:28]([C:33]1[N:34]=[C:35]([CH:39]=O)[N:36]([CH3:38])[CH:37]=1)(=[O:32])[CH:29]([CH3:31])[CH3:30]. (2) Given the product [CH3:25][N:26]([CH3:34])[C:27]1[CH:32]=[CH:31][C:30]([NH:33][C:2]2[C:3]3[NH:15][N:14]=[CH:13][C:4]=3[N:5]=[C:6]([C:8]3[S:9][CH:10]=[CH:11][CH:12]=3)[N:7]=2)=[CH:29][CH:28]=1, predict the reactants needed to synthesize it. The reactants are: Cl[C:2]1[C:3]2[C:4](=[CH:13][N:14](CC3C=CC(OC)=CC=3)[N:15]=2)[N:5]=[C:6]([C:8]2[S:9][CH:10]=[CH:11][CH:12]=2)[N:7]=1.[CH3:25][N:26]([CH3:34])[C:27]1[CH:32]=[CH:31][C:30]([NH2:33])=[CH:29][CH:28]=1.Cl. (3) Given the product [Br:1][C:2]1[CH:11]=[C:10]2[C:5]([CH2:6][CH2:7][C:8]3([CH2:17][CH2:16][CH:15]([O:18][CH3:21])[CH2:14][CH2:13]3)[C:9]2=[O:12])=[CH:4][CH:3]=1, predict the reactants needed to synthesize it. The reactants are: [Br:1][C:2]1[CH:11]=[C:10]2[C:5]([CH2:6][CH2:7][C:8]3([CH2:17][CH2:16][CH:15]([OH:18])[CH2:14][CH2:13]3)[C:9]2=[O:12])=[CH:4][CH:3]=1.CI.[CH3:21]C(C)([O-])C.[K+]. (4) The reactants are: [Br:1][C:2]1[CH:7]=[CH:6][C:5]([NH:8][NH2:9])=[CH:4][CH:3]=1.[C:10](#[N:13])[CH:11]=[CH2:12].[O-]CC.[Na+].BrN1C(=O)CCC1=O. Given the product [Br:1][C:2]1[CH:7]=[CH:6][C:5]([N:8]2[CH:12]=[CH:11][C:10]([NH2:13])=[N:9]2)=[CH:4][CH:3]=1, predict the reactants needed to synthesize it. (5) The reactants are: N[C:2]1[N:10]=[C:9]2[C:5]([NH:6][CH:7]=[N:8]2)=[C:4]([Cl:11])[N:3]=1.[F:12][B-](F)(F)F.[H+].N([O-])=O.[Na+].[OH-].[Na+]. Given the product [F:12][C:2]1[N:10]=[C:9]2[C:5]([NH:6][CH:7]=[N:8]2)=[C:4]([Cl:11])[N:3]=1, predict the reactants needed to synthesize it. (6) Given the product [CH3:47][N:29]([CH3:28])[C:30](=[O:46])[CH2:31][C@@H:32]([NH:35][C:36](=[O:45])[O:37][CH2:38][C:39]1[CH:40]=[CH:41][CH:42]=[CH:43][CH:44]=1)[CH2:33][S:8][C:9]1[CH:10]=[CH:11][CH:12]=[CH:13][CH:14]=1, predict the reactants needed to synthesize it. The reactants are: [C:9]1([S:8][S:8][C:9]2[CH:14]=[CH:13][CH:12]=[CH:11][CH:10]=2)[CH:14]=[CH:13][CH:12]=[CH:11][CH:10]=1.P(CCCC)(CCCC)CCCC.[CH3:28][N:29]([CH3:47])[C:30](=[O:46])[CH2:31][C@@H:32]([NH:35][C:36](=[O:45])[O:37][CH2:38][C:39]1[CH:44]=[CH:43][CH:42]=[CH:41][CH:40]=1)[CH2:33]O. (7) Given the product [NH2:22][C:19]1[CH:18]=[CH:17][C:3]([O:4][C:5]2[CH:10]=[CH:9][N:8]=[C:7]([NH:11][C:12](=[O:16])[CH2:13][O:14][CH3:15])[CH:6]=2)=[C:2]([CH3:1])[C:20]=1[CH3:21], predict the reactants needed to synthesize it. The reactants are: [CH3:1][C:2]1[C:20]([CH3:21])=[C:19]([N+:22]([O-])=O)[CH:18]=[CH:17][C:3]=1[O:4][C:5]1[CH:10]=[CH:9][N:8]=[C:7]([NH:11][C:12](=[O:16])[CH2:13][O:14][CH3:15])[CH:6]=1.CO.[H][H]. (8) Given the product [Cl:1][C:2]1[CH:3]=[C:4]([S:17]([NH2:20])(=[O:19])=[O:18])[CH:5]=[N:6][C:7]=1[O:8][CH2:9][C:10]1([F:16])[CH2:15][CH2:14][N:13]([C:24](=[O:25])[CH2:23][N:22]([CH3:27])[CH3:21])[CH2:12][CH2:11]1, predict the reactants needed to synthesize it. The reactants are: [Cl:1][C:2]1[CH:3]=[C:4]([S:17]([NH2:20])(=[O:19])=[O:18])[CH:5]=[N:6][C:7]=1[O:8][CH2:9][C:10]1([F:16])[CH2:15][CH2:14][NH:13][CH2:12][CH2:11]1.[CH3:21][N:22]([CH3:27])[CH2:23][C:24](Cl)=[O:25].Cl.C(=O)([O-])[O-].[Na+].[Na+]. (9) Given the product [CH:19]1([C:24]([NH:1][CH:2]([CH3:3])[C:4]([OH:6])=[O:5])=[O:25])[CH2:23][CH2:22][CH2:21][CH2:20]1, predict the reactants needed to synthesize it. The reactants are: [NH2:1][CH:2]([C:4]([OH:6])=[O:5])[CH3:3].C(N(CC)CC)C.C[Si](Cl)(C)C.[CH:19]1([C:24](Cl)=[O:25])[CH2:23][CH2:22][CH2:21][CH2:20]1.